Dataset: Reaction yield outcomes from USPTO patents with 853,638 reactions. Task: Predict the reaction yield, written as a fraction of the theoretical maximum amount of product (1.0 means a 100% yield; for example, 0.34 means a 34% yield). The catalyst is CN(C=O)C.O. The reactants are C(Cl)CCl.[CH3:5][C:6]1[CH:12]=[CH:11][C:9]([NH2:10])=[CH:8][C:7]=1[B:13]1[O:17][C:16]([CH3:19])([CH3:18])[C:15]([CH3:21])([CH3:20])[O:14]1.[C:22]([C:24]([C:27]1[CH:28]=[C:29]([CH:33]=[CH:34][N:35]=1)[C:30](O)=[O:31])([CH3:26])[CH3:25])#[N:23].C1C=NC2N(O)N=NC=2C=1. The product is [C:22]([C:24]([C:27]1[CH:28]=[C:29]([CH:33]=[CH:34][N:35]=1)[C:30]([NH:10][C:9]1[CH:11]=[CH:12][C:6]([CH3:5])=[C:7]([B:13]2[O:14][C:15]([CH3:21])([CH3:20])[C:16]([CH3:19])([CH3:18])[O:17]2)[CH:8]=1)=[O:31])([CH3:26])[CH3:25])#[N:23]. The yield is 0.970.